Task: Binary Classification. Given a drug SMILES string, predict its activity (active/inactive) in a high-throughput screening assay against a specified biological target.. Dataset: M1 muscarinic receptor agonist screen with 61,833 compounds (1) The molecule is S(c1nc(N2CCOCC2)c2CN(C(Cc2c1C#N)(C)C)C)Cc1ccccc1. The result is 0 (inactive). (2) The compound is Clc1cc(C2N(C(=O)C(O)=C2C(=O)c2occc2)c2ncccn2)ccc1. The result is 0 (inactive).